From a dataset of NCI-60 drug combinations with 297,098 pairs across 59 cell lines. Regression. Given two drug SMILES strings and cell line genomic features, predict the synergy score measuring deviation from expected non-interaction effect. (1) Drug 1: CC1=C(C=C(C=C1)C(=O)NC2=CC(=CC(=C2)C(F)(F)F)N3C=C(N=C3)C)NC4=NC=CC(=N4)C5=CN=CC=C5. Drug 2: C(CCl)NC(=O)N(CCCl)N=O. Cell line: EKVX. Synergy scores: CSS=7.16, Synergy_ZIP=0.353, Synergy_Bliss=3.07, Synergy_Loewe=2.50, Synergy_HSA=-0.447. (2) Drug 1: CC12CCC3C(C1CCC2=O)CC(=C)C4=CC(=O)C=CC34C. Drug 2: CC1C(C(=O)NC(C(=O)N2CCCC2C(=O)N(CC(=O)N(C(C(=O)O1)C(C)C)C)C)C(C)C)NC(=O)C3=C4C(=C(C=C3)C)OC5=C(C(=O)C(=C(C5=N4)C(=O)NC6C(OC(=O)C(N(C(=O)CN(C(=O)C7CCCN7C(=O)C(NC6=O)C(C)C)C)C)C(C)C)C)N)C. Cell line: SNB-75. Synergy scores: CSS=38.0, Synergy_ZIP=-1.67, Synergy_Bliss=3.38, Synergy_Loewe=4.70, Synergy_HSA=3.96.